Predict the reactants needed to synthesize the given product. From a dataset of Full USPTO retrosynthesis dataset with 1.9M reactions from patents (1976-2016). (1) Given the product [Br:1][C:2]1[CH:3]=[CH:4][C:5](=[O:8])[N:6]([CH2:12][C:13]([O:15][CH2:16][CH3:17])=[O:14])[CH:7]=1, predict the reactants needed to synthesize it. The reactants are: [Br:1][C:2]1[CH:3]=[CH:4][C:5](=[O:8])[NH:6][CH:7]=1.[H-].[Na+].Br[CH2:12][C:13]([O:15][CH2:16][CH3:17])=[O:14]. (2) Given the product [CH2:12]1[C:20]2[C:15](=[CH:16][C:17]([NH:21][C:22]3[S:23][CH:3]=[C:4]([C:6]4[CH:11]=[CH:10][N:9]=[CH:8][CH:7]=4)[N:24]=3)=[CH:18][CH:19]=2)[CH2:14][CH2:13]1, predict the reactants needed to synthesize it. The reactants are: Br.Br[CH2:3][C:4]([C:6]1[CH:11]=[CH:10][N:9]=[CH:8][CH:7]=1)=O.[CH2:12]1[C:20]2[C:15](=[CH:16][C:17]([NH:21][C:22]([NH2:24])=[S:23])=[CH:18][CH:19]=2)[CH2:14][CH2:13]1.N. (3) Given the product [Br:8][C:7]1[C:2]([C:11]#[N:12])=[N:3][CH:4]=[C:5]([Cl:9])[CH:6]=1, predict the reactants needed to synthesize it. The reactants are: Br[C:2]1[C:7]([Br:8])=[CH:6][C:5]([Cl:9])=[CH:4][N:3]=1.[Cu][C:11]#[N:12].C(#N)CC. (4) Given the product [CH:14]1([C:13]2[C:4]([CH2:3][CH2:2][OH:1])=[CH:5][C:6]3[CH2:10][O:9][C:8](=[O:11])[C:7]=3[CH:12]=2)[CH2:18][CH2:15]1, predict the reactants needed to synthesize it. The reactants are: [OH:1][CH2:2][CH2:3][C:4]1[C:13]([CH:14]=[CH2:15])=[CH:12][C:7]2[C:8](=[O:11])[O:9][CH2:10][C:6]=2[CH:5]=1.[N+](=[CH2:18])=[N-]. (5) Given the product [CH2:20]([N:17]1[CH2:18][CH2:19][CH:15]([CH2:14][NH:13][CH3:12])[CH2:16]1)[C:21]1[CH:26]=[CH:25][CH:24]=[CH:23][CH:22]=1, predict the reactants needed to synthesize it. The reactants are: [H-].[H-].[H-].[H-].[Li+].[Al+3].C(O[C:12](=O)[NH:13][CH2:14][CH:15]1[CH2:19][CH2:18][N:17]([CH2:20][C:21]2[CH:26]=[CH:25][CH:24]=[CH:23][CH:22]=2)[CH2:16]1)(C)(C)C. (6) Given the product [CH3:1][C:2]1[N:11]=[C:10]2[C:5]([C:6](=[O:12])[CH2:7][CH2:8][N:9]2[C:14]([O:16][C:17]([CH3:20])([CH3:19])[CH3:18])=[O:13])=[CH:4][CH:3]=1, predict the reactants needed to synthesize it. The reactants are: [CH3:1][C:2]1[N:11]=[C:10]2[C:5]([C:6](=[O:12])[CH2:7][CH2:8][NH:9]2)=[CH:4][CH:3]=1.[O:13](C(OC(C)(C)C)=O)[C:14]([O:16][C:17]([CH3:20])([CH3:19])[CH3:18])=O. (7) Given the product [F:1][C:2]1[CH:7]=[C:6]([S:8]([CH3:11])(=[O:10])=[O:9])[CH:5]=[CH:4][C:3]=1[C:12]1[NH:13][C:14]2[C:19]([CH:20]=1)=[CH:18][C:17]([C:21]1[CH:28]=[CH:27][C:24]([C:25]#[N:26])=[CH:23][C:22]=1[CH3:29])=[CH:16][CH:15]=2, predict the reactants needed to synthesize it. The reactants are: [F:1][C:2]1[CH:7]=[C:6]([S:8]([CH3:11])(=[O:10])=[O:9])[CH:5]=[CH:4][C:3]=1[C:12]1[N:13](S(C(F)(F)F)(=O)=O)[C:14]2[C:19]([CH:20]=1)=[CH:18][C:17]([C:21]1[CH:28]=[CH:27][C:24]([C:25]#[N:26])=[CH:23][C:22]=1[CH3:29])=[CH:16][CH:15]=2.[OH-].[Na+]. (8) Given the product [ClH:15].[NH2:1][C:2]1[S:3][C:4]2[CH2:10][CH:9]([NH:11][CH2:12][CH2:13][CH3:14])[CH2:8][CH2:7][C:5]=2[N:6]=1, predict the reactants needed to synthesize it. The reactants are: [NH2:1][C:2]1[S:3][C:4]2[CH2:10][CH:9]([NH:11][CH2:12][CH2:13][CH3:14])[CH2:8][CH2:7][C:5]=2[N:6]=1.[ClH:15]. (9) Given the product [F:1][C:2]1[CH:3]=[CH:4][C:5]([N+:18]([O-:20])=[O:19])=[C:6]([CH:17]=1)[O:7][C@@H:8]1[CH2:9][O:10][C@@H:11]2[C@@H:15]([O:16][S:29]([C:28]([F:41])([F:40])[F:27])(=[O:31])=[O:30])[CH2:14][O:13][C@H:12]12, predict the reactants needed to synthesize it. The reactants are: [F:1][C:2]1[CH:3]=[CH:4][C:5]([N+:18]([O-:20])=[O:19])=[C:6]([CH:17]=1)[O:7][C@H:8]1[C@H:12]2[O:13][CH2:14][C@H:15]([OH:16])[C@H:11]2[O:10][CH2:9]1.N1C=CC=CC=1.[F:27][C:28]([F:41])([F:40])[S:29](O[S:29]([C:28]([F:41])([F:40])[F:27])(=[O:31])=[O:30])(=[O:31])=[O:30].